Dataset: Catalyst prediction with 721,799 reactions and 888 catalyst types from USPTO. Task: Predict which catalyst facilitates the given reaction. (1) Reactant: [CH2:1]([O:3][C:4]([C:6]1[CH:11]=[CH:10][CH:9]=[C:8](Br)[N:7]=1)=[O:5])[CH3:2].[CH:13]1(B(O)O)[CH2:15][CH2:14]1.P([O-])([O-])([O-])=O.[K+].[K+].[K+]. Product: [CH2:1]([O:3][C:4]([C:6]1[CH:11]=[CH:10][CH:9]=[C:8]([CH:13]2[CH2:15][CH2:14]2)[N:7]=1)=[O:5])[CH3:2]. The catalyst class is: 11. (2) Reactant: C([O:4][C@@H:5]1[CH2:9][N:8]([C:10]([O:12][C:13]([CH3:16])([CH3:15])[CH3:14])=[O:11])[C@H:7]([CH3:17])[CH2:6]1)(=O)C.[OH-].[Na+].O. Product: [OH:4][C@@H:5]1[CH2:9][N:8]([C:10]([O:12][C:13]([CH3:16])([CH3:15])[CH3:14])=[O:11])[C@H:7]([CH3:17])[CH2:6]1. The catalyst class is: 92. (3) Reactant: Br[C:2]1[CH:3]=[C:4]2[C:10]([CH3:11])=[N:9][NH:8][C:5]2=[CH:6][N:7]=1.C([O-])([O-])=O.[Na+].[Na+].[NH:18]1[CH:22]=[CH:21][C:20](B(O)O)=[N:19]1. Product: [CH3:11][C:10]1[C:4]2[C:5](=[CH:6][N:7]=[C:2]([C:20]3[NH:19][N:18]=[CH:22][CH:21]=3)[CH:3]=2)[NH:8][N:9]=1. The catalyst class is: 151. (4) Reactant: [CH3:1][O:2][C:3](=[O:13])[C:4]1[CH:12]=[CH:11][CH:10]=[C:6]([C:7](O)=[O:8])[CH:5]=1.C(Cl)(=O)C([Cl:17])=O. Product: [Cl:17][C:7]([C:6]1[CH:5]=[C:4]([CH:12]=[CH:11][CH:10]=1)[C:3]([O:2][CH3:1])=[O:13])=[O:8]. The catalyst class is: 695. (5) Reactant: [Cl:1][C:2]1[CH:11]=[CH:10][C:9]([F:12])=[C:8]2[C:3]=1[CH:4]=[C:5](OS(C(F)(F)F)(=O)=O)[N:6]=[CH:7]2.CC1(C)C(C)(C)OB([C:29]2[C:30]([NH2:35])=[N:31][CH:32]=[CH:33][CH:34]=2)O1.C([O-])([O-])=O.[Cs+].[Cs+]. Product: [Cl:1][C:2]1[CH:11]=[CH:10][C:9]([F:12])=[C:8]2[C:3]=1[CH:4]=[C:5]([C:29]1[C:30]([NH2:35])=[N:31][CH:32]=[CH:33][CH:34]=1)[N:6]=[CH:7]2. The catalyst class is: 70. (6) Reactant: FC(F)(F)C(O)=O.[CH3:8][C:9]1[CH:18]=[C:17]2[C:12]([N:13]=[CH:14][C:15]([NH2:19])=[N:16]2)=[CH:11][CH:10]=1.C(N(CC)CC)C.[C:27](N1C=CC=CC1=O)(N1C=CC=CC1=O)=[S:28]. Product: [N:19]([C:15]1[CH:14]=[N:13][C:12]2[C:17](=[CH:18][C:9]([CH3:8])=[CH:10][CH:11]=2)[N:16]=1)=[C:27]=[S:28]. The catalyst class is: 2. (7) Reactant: [N+:1]([C:4]1[CH:9]=[CH:8][C:7]([S:10][CH2:11][C:12]#[N:13])=[CH:6][CH:5]=1)([O-:3])=[O:2].C[Si]([N:18]=[N+:19]=[N-:20])(C)C.C([Sn](=O)CCCC)CCC. Product: [N+:1]([C:4]1[CH:5]=[CH:6][C:7]([S:10][CH2:11][C:12]2[NH:20][N:19]=[N:18][N:13]=2)=[CH:8][CH:9]=1)([O-:3])=[O:2]. The catalyst class is: 11. (8) Reactant: C[O:2][C:3]1[CH:17]=[CH:16][C:6]([C:7]([NH:9][C:10]2[CH:15]=[CH:14][CH:13]=[CH:12][CH:11]=2)=[O:8])=[CH:5][C:4]=1[NH:18][C:19]1[CH:24]=[CH:23][CH:22]=[CH:21][CH:20]=1.O. Product: [OH:2][C:3]1[CH:17]=[CH:16][C:6]([C:7]([NH:9][C:10]2[CH:15]=[CH:14][CH:13]=[CH:12][CH:11]=2)=[O:8])=[CH:5][C:4]=1[NH:18][C:19]1[CH:20]=[CH:21][CH:22]=[CH:23][CH:24]=1. The catalyst class is: 26.